This data is from Full USPTO retrosynthesis dataset with 1.9M reactions from patents (1976-2016). The task is: Predict the reactants needed to synthesize the given product. (1) Given the product [ClH:20].[NH2:15][CH:5]([CH2:11][CH:12]([F:14])[F:13])[C:4]([OH:19])=[O:3], predict the reactants needed to synthesize it. The reactants are: C([O:3][C:4](=[O:19])[C:5]([NH:15]C(=O)C)([CH2:11][CH:12]([F:14])[F:13])C(OCC)=O)C.[ClH:20]. (2) Given the product [CH2:3]([N:10]1[CH2:15][CH2:14][CH:13]([OH:16])[C:12]([F:19])([F:18])[CH2:11]1)[C:4]1[CH:5]=[CH:6][CH:7]=[CH:8][CH:9]=1, predict the reactants needed to synthesize it. The reactants are: N#N.[CH2:3]([N:10]1[CH2:15][CH2:14][C:13](O)([OH:16])[C:12]([F:19])([F:18])[CH2:11]1)[C:4]1[CH:9]=[CH:8][CH:7]=[CH:6][CH:5]=1.[BH4-].[Na+].C([O-])(O)=O.[Na+]. (3) Given the product [CH3:78][C@@H:28]1[C@H:27]([OH:79])[C@H:26]2[C:24]([NH:23][C@H:22]([OH:80])[C@H:21]([OH:81])[CH2:20][C@H:19]([NH2:18])[C:50]([NH:49][C@@H:48]([C@H:52]([OH:54])[CH3:53])[C:46]([N:45]3[C@H:41]([C:39]([NH:38][C@@H:37]([C@H:56]([OH:71])[C@@H:57]([OH:70])[C:58]4[CH:59]=[CH:60][C:61]([OH:69])=[C:62]([O:64][S:65]([OH:68])(=[O:67])=[O:66])[CH:63]=4)[C:35]([NH:34][C@@H:33]([C@H:72]([OH:77])[CH2:73][C:74]([NH2:76])=[O:75])[C:31](=[O:32])[N:30]2[CH2:29]1)=[O:36])=[O:40])[CH2:42][C@@H:43]([OH:55])[CH2:44]3)=[O:47])=[O:51])=[O:25], predict the reactants needed to synthesize it. The reactants are: CCCCCCCCCCCCCCCC([NH:18][C@@H:19]1[C:50](=[O:51])[NH:49][C@@H:48]([C@H:52]([OH:54])[CH3:53])[C:46](=[O:47])[N:45]2[C@@H:41]([CH2:42][C@@H:43]([OH:55])[CH2:44]2)[C:39](=[O:40])[NH:38][C@@H:37]([C@H:56]([OH:71])[C@@H:57]([OH:70])[C:58]2[CH:59]=[CH:60][C:61]([OH:69])=[C:62]([O:64][S:65]([OH:68])(=[O:67])=[O:66])[CH:63]=2)[C:35](=[O:36])[NH:34][C@@H:33]([C@H:72]([OH:77])[CH2:73][C:74]([NH2:76])=[O:75])[C:31](=[O:32])[N:30]2[C@@H:26]([C@@H:27]([OH:79])[C@@H:28]([CH3:78])[CH2:29]2)[C:24](=[O:25])[NH:23][C@@H:22]([OH:80])[C@H:21]([OH:81])[CH2:20]1)=O.C([O-])(=O)CC(CC([O-])=O)(C([O-])=O)O.[Na+].[Na+].[Na+].ClC(Cl)(Cl)C(O)=O.